This data is from Forward reaction prediction with 1.9M reactions from USPTO patents (1976-2016). The task is: Predict the product of the given reaction. (1) Given the reactants Cl[C:2]1[C:11]2[C:6](=[CH:7][C:8]([O:14][CH3:15])=[C:9]([O:12][CH3:13])[CH:10]=2)[N:5]=[CH:4][CH:3]=1.[OH2:16].Cl[C:18]1[CH:23]=[CH:22][CH:21]=[CH:20][C:19]=1Cl, predict the reaction product. The product is: [CH3:13][O:12][C:9]1[CH:10]=[C:11]2[C:6](=[CH:7][C:8]=1[O:14][CH3:15])[N:5]=[CH:4][CH:3]=[C:2]2[O:16][C:18]1[CH:23]=[CH:22][C:21]([CH2:3][CH2:2][CH3:11])=[CH:20][C:19]=1[C:9](=[O:12])[CH3:8]. (2) Given the reactants [S:1]1[CH:5]=[CH:4][C:3]([C:6]([OH:8])=[O:7])=[CH:2]1.Br.C1C=C[NH+]=CC=1.[Br:16][Br-]Br, predict the reaction product. The product is: [Br:16][C:5]1[S:1][CH:2]=[C:3]([C:6]([OH:8])=[O:7])[CH:4]=1. (3) Given the reactants [CH3:1][N:2]1[CH2:7][CH2:6][N:5]([CH2:8][C:9]([N:11]2[C:20]3[C:15](=[CH:16][CH:17]=[C:18]([N+:21]([O-:23])=[O:22])[CH:19]=3)[CH2:14][CH2:13][CH2:12]2)=O)[CH2:4][CH2:3]1.Cl.[OH-].[Na+], predict the reaction product. The product is: [CH3:1][N:2]1[CH2:7][CH2:6][N:5]([CH2:8][CH2:9][N:11]2[C:20]3[C:15](=[CH:16][CH:17]=[C:18]([N+:21]([O-:23])=[O:22])[CH:19]=3)[CH2:14][CH2:13][CH2:12]2)[CH2:4][CH2:3]1. (4) Given the reactants B(Br)(Br)Br.C(Cl)Cl.C[O:9][C:10]1[CH:11]=[C:12]([C:33]#[N:34])[C:13]2[O:17][C:16]([C:18]3[CH:23]=[CH:22][C:21]([O:24]C)=[CH:20][CH:19]=3)=[C:15]([C:26]3[CH:31]=[CH:30][CH:29]=[CH:28][CH:27]=3)[C:14]=2[CH:32]=1, predict the reaction product. The product is: [OH:9][C:10]1[CH:11]=[C:12]([C:33]#[N:34])[C:13]2[O:17][C:16]([C:18]3[CH:19]=[CH:20][C:21]([OH:24])=[CH:22][CH:23]=3)=[C:15]([C:26]3[CH:31]=[CH:30][CH:29]=[CH:28][CH:27]=3)[C:14]=2[CH:32]=1. (5) Given the reactants C1C2C(COC([NH:18][C@H:19]3[CH2:23][N:22]([C:24]([O:26]C(C)(C)C)=O)[C@H:21]([CH2:31][O:32][C:33](=[O:43])[NH:34][C:35]4[CH:40]=[CH:39][C:38]([CH2:41][CH3:42])=[CH:37][CH:36]=4)[CH2:20]3)=O)C3C(=CC=CC=3)C=2C=CC=1.Cl.CCN(C(C)C)C(C)C.[Cl:54][C:55]1[CH:64]=[CH:63][CH:62]=[CH:61][C:56]=1[CH2:57][N:58]=C=O, predict the reaction product. The product is: [CH2:41]([C:38]1[CH:37]=[CH:36][C:35]([NH:34][C:33](=[O:43])[O:32][CH2:31][C@@H:21]2[CH2:20][C@@H:19]([NH2:18])[CH2:23][N:22]2[C:24](=[O:26])[NH:58][CH2:57][C:56]2[CH:61]=[CH:62][CH:63]=[CH:64][C:55]=2[Cl:54])=[CH:40][CH:39]=1)[CH3:42].